This data is from Full USPTO retrosynthesis dataset with 1.9M reactions from patents (1976-2016). The task is: Predict the reactants needed to synthesize the given product. (1) Given the product [CH:9]([O:12][C:13](=[O:14])[C:15]1[CH:20]=[C:19]([C:21]#[N:22])[C:18]([N:23]2[CH2:28][CH2:27][CH:26]([C:29]([O:31][C:32]([CH3:34])([CH3:33])[CH3:35])=[O:30])[CH2:25][CH2:24]2)=[N:17][C:16]=1[O:36][CH3:3])([CH3:11])[CH3:10], predict the reactants needed to synthesize it. The reactants are: CI.[C:3]([O-])([O-])=O.[K+].[K+].[CH:9]([O:12][C:13]([C:15]1[C:16](=[O:36])[NH:17][C:18]([N:23]2[CH2:28][CH2:27][CH:26]([C:29]([O:31][C:32]([CH3:35])([CH3:34])[CH3:33])=[O:30])[CH2:25][CH2:24]2)=[C:19]([C:21]#[N:22])[CH:20]=1)=[O:14])([CH3:11])[CH3:10].C(Cl)Cl. (2) Given the product [Cl:1][C:2]1[CH:7]=[CH:6][C:5]([C:8]2[S:9][C:10]([CH2:14][O:15][C@@H:16]3[CH2:21][CH2:20][CH2:19][N:18]([C:30]4[CH:31]=[C:26]([CH:27]=[CH:28][CH:29]=4)[C:24]([O:23][CH3:22])=[O:25])[CH2:17]3)=[C:11]([CH3:13])[N:12]=2)=[CH:4][CH:3]=1, predict the reactants needed to synthesize it. The reactants are: [Cl:1][C:2]1[CH:7]=[CH:6][C:5]([C:8]2[S:9][C:10]([CH2:14][O:15][C@@H:16]3[CH2:21][CH2:20][CH2:19][NH:18][CH2:17]3)=[C:11]([CH3:13])[N:12]=2)=[CH:4][CH:3]=1.[CH3:22][O:23][C:24]([C:26]1[CH:27]=[C:28](OB(O)O)[CH:29]=[CH:30][CH:31]=1)=[O:25].